Dataset: Full USPTO retrosynthesis dataset with 1.9M reactions from patents (1976-2016). Task: Predict the reactants needed to synthesize the given product. Given the product [OH:29][CH2:28][CH2:30][NH:31][C:20](=[O:22])[C:19]1[CH:23]=[CH:24][CH:25]=[C:17]([C:13]2[CH:12]=[C:11]([NH:10][C:7]3[CH:6]=[CH:5][C:4]([O:3][C:2]([F:1])([F:27])[F:26])=[CH:9][CH:8]=3)[N:16]=[CH:15][N:14]=2)[CH:18]=1, predict the reactants needed to synthesize it. The reactants are: [F:1][C:2]([F:27])([F:26])[O:3][C:4]1[CH:9]=[CH:8][C:7]([NH:10][C:11]2[N:16]=[CH:15][N:14]=[C:13]([C:17]3[CH:18]=[C:19]([CH:23]=[CH:24][CH:25]=3)[C:20]([OH:22])=O)[CH:12]=2)=[CH:6][CH:5]=1.[CH2:28]([CH2:30][NH2:31])[OH:29].C(N(C(C)C)CC)(C)C.